Regression. Given two drug SMILES strings and cell line genomic features, predict the synergy score measuring deviation from expected non-interaction effect. From a dataset of NCI-60 drug combinations with 297,098 pairs across 59 cell lines. Drug 1: C1CCC(CC1)NC(=O)N(CCCl)N=O. Drug 2: CC1=C(C(=CC=C1)Cl)NC(=O)C2=CN=C(S2)NC3=CC(=NC(=N3)C)N4CCN(CC4)CCO. Cell line: EKVX. Synergy scores: CSS=23.9, Synergy_ZIP=-0.0635, Synergy_Bliss=7.82, Synergy_Loewe=-1.00, Synergy_HSA=7.48.